From a dataset of Forward reaction prediction with 1.9M reactions from USPTO patents (1976-2016). Predict the product of the given reaction. (1) Given the reactants [N+:1]([C:4]1[CH:9]=[CH:8][C:7]([C:10](=O)[CH3:11])=[CH:6][CH:5]=1)([O-:3])=[O:2].C([O-])(=O)C.[NH4+].C([BH3-])#[N:19].[Na+].Cl, predict the reaction product. The product is: [N+:1]([C:4]1[CH:9]=[CH:8][C:7]([CH:10]([NH2:19])[CH3:11])=[CH:6][CH:5]=1)([O-:3])=[O:2]. (2) Given the reactants [O:1]1[CH2:6][CH2:5][CH:4]([C:7]([OH:9])=O)[CH2:3][CH2:2]1.C(Cl)(=O)C(Cl)=O.CN(C=O)C.[CH:21]1([CH2:24][NH:25][C:26]2[N:27]=[CH:28][C:29]([O:32][C:33]3[CH:34]=[C:35]([CH:40]=[C:41]([O:43][CH:44]([CH3:46])[CH3:45])[CH:42]=3)[C:36]([O:38][CH3:39])=[O:37])=[N:30][CH:31]=2)[CH2:23][CH2:22]1, predict the reaction product. The product is: [CH:21]1([CH2:24][N:25]([C:7]([CH:4]2[CH2:3][CH2:2][O:1][CH2:6][CH2:5]2)=[O:9])[C:26]2[N:27]=[CH:28][C:29]([O:32][C:33]3[CH:34]=[C:35]([CH:40]=[C:41]([O:43][CH:44]([CH3:46])[CH3:45])[CH:42]=3)[C:36]([O:38][CH3:39])=[O:37])=[N:30][CH:31]=2)[CH2:23][CH2:22]1. (3) Given the reactants [Br:1][C:2]1[CH:3]=[C:4]2[C:8](=[CH:9][CH:10]=1)[N:7]([CH3:11])[N:6]=[C:5]2[NH2:12].Cl.Cl[CH2:15][CH2:16][N:17]([CH2:19][CH2:20]Cl)[CH3:18].O.C([O-])([O-])=O.[K+].[K+], predict the reaction product. The product is: [Br:1][C:2]1[CH:3]=[C:4]2[C:8](=[CH:9][CH:10]=1)[N:7]([CH3:11])[N:6]=[C:5]2[N:12]1[CH2:20][CH2:19][N:17]([CH3:18])[CH2:16][CH2:15]1. (4) Given the reactants [C:1]([C:3]1[CH:14]=[CH:13][C:6]([O:7][CH2:8][C:9]([O:11][CH3:12])=[O:10])=[CH:5][CH:4]=1)#[N:2].[N-:15]=[N+:16]=[N-:17].[Na+].[NH4+].[Cl-].O, predict the reaction product. The product is: [N:2]1[NH:15][N:16]=[N:17][C:1]=1[C:3]1[CH:14]=[CH:13][C:6]([O:7][CH2:8][C:9]([O:11][CH3:12])=[O:10])=[CH:5][CH:4]=1. (5) Given the reactants [Cl:1][C:2]1[CH:10]=[CH:9][CH:8]=[C:7]2[C:3]=1[C:4]([C:17](=[O:22])C(F)(F)F)=[CH:5][N:6]2[C:11]1[N:16]=[CH:15][CH:14]=[CH:13][N:12]=1.[OH-:23].[Na+].O, predict the reaction product. The product is: [Cl:1][C:2]1[CH:10]=[CH:9][CH:8]=[C:7]2[C:3]=1[C:4]([C:17]([OH:22])=[O:23])=[CH:5][N:6]2[C:11]1[N:12]=[CH:13][CH:14]=[CH:15][N:16]=1. (6) The product is: [CH3:25][C:21]1[CH:22]=[CH:23][CH:24]=[C:2]([CH3:1])[C:3]=1[CH2:4][NH:5][C:6]1[C:14]2[N:13]=[C:12]([CH3:15])[N:11]([CH3:16])[C:10]=2[CH:9]=[C:8]([C:17]2[O:18][C:26]([CH3:27])=[N:20][N:19]=2)[CH:7]=1. Given the reactants [CH3:1][C:2]1[CH:24]=[CH:23][CH:22]=[C:21]([CH3:25])[C:3]=1[CH2:4][NH:5][C:6]1[C:14]2[N:13]=[C:12]([CH3:15])[N:11]([CH3:16])[C:10]=2[CH:9]=[C:8]([C:17]([NH:19][NH2:20])=[O:18])[CH:7]=1.[C:26](OCC)(OCC)(OCC)[CH3:27], predict the reaction product. (7) The product is: [Br:14][C:12]1[CH:11]=[CH:10][C:9]([F:15])=[C:8]([C:5]2[N:4]=[N:3][C:2]([NH:26][C:23]([C:18]3[CH:19]=[CH:20][CH:21]=[CH:22][C:17]=3[F:16])([CH3:25])[CH3:24])=[N:7][CH:6]=2)[CH:13]=1. Given the reactants Br[C:2]1[N:3]=[N:4][C:5]([C:8]2[CH:13]=[C:12]([Br:14])[CH:11]=[CH:10][C:9]=2[F:15])=[CH:6][N:7]=1.[F:16][C:17]1[CH:22]=[CH:21][CH:20]=[CH:19][C:18]=1[C:23]([NH2:26])([CH3:25])[CH3:24].C([O-])([O-])=O.[K+].[K+].CC#N, predict the reaction product. (8) Given the reactants Cl[C:2]1[C:7]2[N:8]=[CH:9][N:10]([N:11]([CH3:13])[CH3:12])[C:6]=2[C:5]([CH3:14])=[C:4]([CH3:15])[N:3]=1.[CH3:16][O:17][C:18]1[CH:25]=[CH:24][C:21]([CH2:22][NH2:23])=[CH:20][CH:19]=1.Cl.N1C=CC=CC=1, predict the reaction product. The product is: [CH3:16][O:17][C:18]1[CH:25]=[CH:24][C:21]([CH2:22][NH:23][C:2]2[C:7]3[N:8]=[CH:9][N:10]([N:11]([CH3:13])[CH3:12])[C:6]=3[C:5]([CH3:14])=[C:4]([CH3:15])[N:3]=2)=[CH:20][CH:19]=1. (9) Given the reactants [NH2:1][C:2]1[CH:3]=[C:4]2[C:9](=[C:10]([O:12][CH3:13])[CH:11]=1)[N:8]=[CH:7][C:6]([C:14]#[N:15])=[C:5]2[NH:16][C:17]1[CH:22]=[CH:21][C:20]([F:23])=[C:19]([Cl:24])[CH:18]=1.[BH3-]C#N.[Na+].[N:29]1([CH2:35][CH:36]=O)[CH2:34][CH2:33][O:32][CH2:31][CH2:30]1.C([O-])([O-])=O.[K+].[K+], predict the reaction product. The product is: [Cl:24][C:19]1[CH:18]=[C:17]([NH:16][C:5]2[C:4]3[C:9](=[C:10]([O:12][CH3:13])[CH:11]=[C:2]([NH:1][CH2:36][CH2:35][N:29]4[CH2:34][CH2:33][O:32][CH2:31][CH2:30]4)[CH:3]=3)[N:8]=[CH:7][C:6]=2[C:14]#[N:15])[CH:22]=[CH:21][C:20]=1[F:23]. (10) Given the reactants [CH3:1][C:2]1[N:6]([C:7]2[CH:12]=[CH:11][C:10]([OH:13])=[CH:9][CH:8]=2)[C:5]2[CH:14]=[CH:15][CH:16]=[C:17]([C:18]([F:21])([F:20])[F:19])[C:4]=2[N:3]=1.Br[CH2:23][C:24]1[CH:29]=[CH:28][CH:27]=[C:26]([S:30]([CH3:33])(=[O:32])=[O:31])[CH:25]=1, predict the reaction product. The product is: [CH3:1][C:2]1[N:6]([C:7]2[CH:12]=[CH:11][C:10]([O:13][CH2:23][C:24]3[CH:29]=[CH:28][CH:27]=[C:26]([S:30]([CH3:33])(=[O:32])=[O:31])[CH:25]=3)=[CH:9][CH:8]=2)[C:5]2[CH:14]=[CH:15][CH:16]=[C:17]([C:18]([F:19])([F:21])[F:20])[C:4]=2[N:3]=1.